Dataset: Reaction yield outcomes from USPTO patents with 853,638 reactions. Task: Predict the reaction yield, written as a fraction of the theoretical maximum amount of product (1.0 means a 100% yield; for example, 0.34 means a 34% yield). (1) The catalyst is N1C=CC=CC=1.O. The product is [CH3:20][S:21]([O:13][CH2:12][CH:10]1[CH2:11][N:8]([CH:7]([C:14]2[CH:19]=[CH:18][CH:17]=[CH:16][CH:15]=2)[C:1]2[CH:2]=[CH:3][CH:4]=[CH:5][CH:6]=2)[CH2:9]1)(=[O:23])=[O:22]. The reactants are [C:1]1([CH:7]([C:14]2[CH:19]=[CH:18][CH:17]=[CH:16][CH:15]=2)[N:8]2[CH2:11][CH:10]([CH2:12][OH:13])[CH2:9]2)[CH:6]=[CH:5][CH:4]=[CH:3][CH:2]=1.[CH3:20][S:21](Cl)(=[O:23])=[O:22]. The yield is 0.770. (2) The reactants are FC(F)(F)C(O)=O.[Si]([O:15][CH2:16][CH2:17][N:18]1[C:24]2[N:25]=[CH:26][CH:27]=[CH:28][C:23]=2[C:22]2[CH:29]=[CH:30][CH:31]=[CH:32][C:21]=2[CH:20]([NH:33][C:34](=[O:45])[C@@H:35]([NH:37]C(=O)OC(C)(C)C)[CH3:36])[C:19]1=[O:46])(C(C)(C)C)(C)C.ClCCl. The catalyst is CO. The product is [NH2:37][C@@H:35]([CH3:36])[C:34]([NH:33][CH:20]1[C:21]2[CH:32]=[CH:31][CH:30]=[CH:29][C:22]=2[C:23]2[CH:28]=[CH:27][CH:26]=[N:25][C:24]=2[N:18]([CH2:17][CH2:16][OH:15])[C:19]1=[O:46])=[O:45]. The yield is 1.00. (3) The reactants are Cl[C:2]1[N:7]=[C:6]([CH3:8])[N:5]=[C:4]([NH2:9])[N:3]=1.[Cl:10][C:11]1[C:16](B(O)O)=[CH:15][C:14]([CH3:20])=[CH:13][N:12]=1.O.C(=O)([O-])[O-].[Na+].[Na+].COCCOC.O. The catalyst is C1C=CC([P]([Pd]([P](C2C=CC=CC=2)(C2C=CC=CC=2)C2C=CC=CC=2)([P](C2C=CC=CC=2)(C2C=CC=CC=2)C2C=CC=CC=2)[P](C2C=CC=CC=2)(C2C=CC=CC=2)C2C=CC=CC=2)(C2C=CC=CC=2)C2C=CC=CC=2)=CC=1. The product is [Cl:10][C:11]1[C:16]([C:2]2[N:7]=[C:6]([CH3:8])[N:5]=[C:4]([NH2:9])[N:3]=2)=[CH:15][C:14]([CH3:20])=[CH:13][N:12]=1. The yield is 0.360. (4) The catalyst is CN(C1C=CN=CC=1)C.N1C=CC=CC=1. The product is [CH3:1][C:2]1([CH3:15])[C:11]2[C:6](=[CH:7][C:8]([N+:12]([O-:14])=[O:13])=[CH:9][CH:10]=2)[N:5]([C:16](=[O:18])[CH3:17])[CH2:4][CH2:3]1. The yield is 0.920. The reactants are [CH3:1][C:2]1([CH3:15])[C:11]2[C:6](=[CH:7][C:8]([N+:12]([O-:14])=[O:13])=[CH:9][CH:10]=2)[NH:5][CH2:4][CH2:3]1.[C:16](OC(=O)C)(=[O:18])[CH3:17].O. (5) The reactants are [CH2:1]([N:4]1[C:12]2[C:7](=[CH:8][C:9]([NH:13][C:14]([C:16]3[N:17]=[C:18]([C:25]4[CH:30]=[CH:29][CH:28]=[CH:27][CH:26]=4)[O:19][C:20]=3[C:21]([F:24])([F:23])[F:22])=[O:15])=[CH:10][CH:11]=2)[CH:6]=[CH:5]1)[CH2:2][CH3:3].C([BH3-])#N.[Na+]. The catalyst is C(O)(C(F)(F)F)=O. The product is [CH2:1]([N:4]1[C:12]2[C:7](=[CH:8][C:9]([NH:13][C:14]([C:16]3[N:17]=[C:18]([C:25]4[CH:30]=[CH:29][CH:28]=[CH:27][CH:26]=4)[O:19][C:20]=3[C:21]([F:23])([F:22])[F:24])=[O:15])=[CH:10][CH:11]=2)[CH2:6][CH2:5]1)[CH2:2][CH3:3]. The yield is 0.240.